Dataset: Catalyst prediction with 721,799 reactions and 888 catalyst types from USPTO. Task: Predict which catalyst facilitates the given reaction. (1) Product: [Br:21][CH2:22][CH2:23][C:24]([N:9]1[CH2:8][C:7]2[CH:13]=[C:3]([O:2][CH3:1])[CH:4]=[CH:5][C:6]=2[S:12][CH2:11][CH2:10]1)=[O:25]. The catalyst class is: 1. Reactant: [CH3:1][O:2][C:3]1[CH:4]=[CH:5][C:6]2[S:12][CH2:11][CH2:10][NH:9][CH2:8][C:7]=2[CH:13]=1.C(N(CC)CC)C.[Br:21][CH2:22][CH2:23][C:24](Cl)=[O:25]. (2) Reactant: [CH3:1][C:2]1[CH:3]=[C:4]([N:11]([CH2:13][CH2:14][OH:15])[CH3:12])[CH:5]=[CH:6][C:7]=1[N+:8]([O-])=O. Product: [NH2:8][C:7]1[CH:6]=[CH:5][C:4]([N:11]([CH2:13][CH2:14][OH:15])[CH3:12])=[CH:3][C:2]=1[CH3:1]. The catalyst class is: 29. (3) Reactant: [CH:1]([N:4]1[CH2:9][CH2:8][N:7]([C:10]([C:12]2[CH:13]=[C:14]3[C:18](=[CH:19][CH:20]=2)[NH:17][C:16]([C:21]([OH:23])=O)=[CH:15]3)=[O:11])[CH2:6][CH2:5]1)([CH3:3])[CH3:2].Cl.F[B-](F)(F)F.N1(OC(N(C)C)=[N+](C)C)C2C=CC=CC=2N=N1.[CH2:47]([NH2:54])[C:48]1[CH:53]=[CH:52][CH:51]=[CH:50][CH:49]=1.C(N(CC)C(C)C)(C)C. Product: [CH2:47]([NH:54][C:21]([C:16]1[NH:17][C:18]2[C:14]([CH:15]=1)=[CH:13][C:12]([C:10]([N:7]1[CH2:6][CH2:5][N:4]([CH:1]([CH3:2])[CH3:3])[CH2:9][CH2:8]1)=[O:11])=[CH:20][CH:19]=2)=[O:23])[C:48]1[CH:53]=[CH:52][CH:51]=[CH:50][CH:49]=1. The catalyst class is: 9. (4) Reactant: C(=O)([O-])[O-].[K+].[K+].[CH3:7][C:8]1([CH2:22][CH2:23][CH3:24])[N:12]([C:13]2[CH:18]=[CH:17][C:16]([CH3:19])=[CH:15][CH:14]=2)[C:11](=[O:20])[NH:10][C:9]1=[O:21].Cl[CH2:26][C:27]([NH:29][C:30]1[C:35]([CH:36]([CH3:38])[CH3:37])=[CH:34][CH:33]=[CH:32][C:31]=1[CH:39]([CH3:41])[CH3:40])=[O:28].O. Product: [CH:39]([C:31]1[CH:32]=[CH:33][CH:34]=[C:35]([CH:36]([CH3:37])[CH3:38])[C:30]=1[NH:29][C:27](=[O:28])[CH2:26][N:10]1[C:9](=[O:21])[C:8]([CH3:7])([CH2:22][CH2:23][CH3:24])[N:12]([C:13]2[CH:14]=[CH:15][C:16]([CH3:19])=[CH:17][CH:18]=2)[C:11]1=[O:20])([CH3:40])[CH3:41]. The catalyst class is: 3. (5) Reactant: C(OC(=O)[NH:7][C:8]1[CH:13]=[C:12]([NH:14][CH2:15][CH:16]([CH3:18])[CH3:17])[C:11]([Cl:19])=[CH:10][C:9]=1[NH:20][C:21](=[O:36])[CH2:22][C:23]([C:25]1[CH:30]=[CH:29][CH:28]=[C:27]([N:31]2[CH:35]=[CH:34][N:33]=[CH:32]2)[CH:26]=1)=O)(C)(C)C.C(O)(C(F)(F)F)=O. Product: [Cl:19][C:11]1[C:12]([NH:14][CH2:15][CH:16]([CH3:18])[CH3:17])=[CH:13][C:8]2[N:7]=[C:23]([C:25]3[CH:30]=[CH:29][CH:28]=[C:27]([N:31]4[CH:35]=[CH:34][N:33]=[CH:32]4)[CH:26]=3)[CH2:22][C:21](=[O:36])[NH:20][C:9]=2[CH:10]=1. The catalyst class is: 2. (6) Reactant: [CH2:1]([O:3][C:4]1([C:7]2[CH:12]=[CH:11][C:10]([C:13]#[C:14][C:15]3[CH:20]=[CH:19][C:18]([CH2:21][C:22]([O:24]C)=[O:23])=[CH:17][CH:16]=3)=[CH:9][C:8]=2[C:26]([CH3:29])([CH3:28])[CH3:27])[CH2:6][CH2:5]1)[CH3:2].[OH-].[Na+].O.CC#N. Product: [CH2:1]([O:3][C:4]1([C:7]2[CH:12]=[CH:11][C:10]([C:13]#[C:14][C:15]3[CH:16]=[CH:17][C:18]([CH2:21][C:22]([OH:24])=[O:23])=[CH:19][CH:20]=3)=[CH:9][C:8]=2[C:26]([CH3:27])([CH3:29])[CH3:28])[CH2:6][CH2:5]1)[CH3:2]. The catalyst class is: 199. (7) Reactant: [Cl:1][C:2]1[CH:7]=[CH:6][C:5]([CH:8]([C:23]2[CH:28]=[CH:27][C:26]([Cl:29])=[CH:25][CH:24]=2)[N:9]2[CH2:12][CH:11]([C:13]([C:15]3[CH:20]=[C:19]([F:21])[CH:18]=[C:17]([F:22])[CH:16]=3)=[O:14])[CH2:10]2)=[CH:4][CH:3]=1.[C:30]([Mg]Cl)([CH3:33])([CH3:32])[CH3:31].CCOCC.[OH-].[Na+]. Product: [Cl:1][C:2]1[CH:7]=[CH:6][C:5]([CH:8]([C:23]2[CH:24]=[CH:25][C:26]([Cl:29])=[CH:27][CH:28]=2)[N:9]2[CH2:12][CH:11]([C:13]([C:15]3[CH:20]=[C:19]([F:21])[CH:18]=[C:17]([F:22])[CH:16]=3)([OH:14])[C:30]([CH3:33])([CH3:32])[CH3:31])[CH2:10]2)=[CH:4][CH:3]=1. The catalyst class is: 1.